This data is from Forward reaction prediction with 1.9M reactions from USPTO patents (1976-2016). The task is: Predict the product of the given reaction. (1) Given the reactants [CH:1]1([C:4]2[C:5]([N:24]([C:29]3[CH:34]=[CH:33][C:32]([B:35]4[O:39]C(C)(C)C(C)(C)[O:36]4)=[CH:31][CH:30]=3)[S:25]([CH3:28])(=[O:27])=[O:26])=[CH:6][C:7]3[O:11][C:10]([C:12]4[CH:17]=[CH:16][C:15]([F:18])=[CH:14][CH:13]=4)=[C:9]([C:19]([NH:21][CH3:22])=[O:20])[C:8]=3[CH:23]=2)[CH2:3][CH2:2]1.C1(B(O)O)C=CC=CC=1.Cl, predict the reaction product. The product is: [CH:1]1([C:4]2[C:5]([N:24]([C:29]3[CH:30]=[CH:31][C:32]([B:35]([OH:36])[OH:39])=[CH:33][CH:34]=3)[S:25]([CH3:28])(=[O:27])=[O:26])=[CH:6][C:7]3[O:11][C:10]([C:12]4[CH:13]=[CH:14][C:15]([F:18])=[CH:16][CH:17]=4)=[C:9]([C:19](=[O:20])[NH:21][CH3:22])[C:8]=3[CH:23]=2)[CH2:3][CH2:2]1. (2) Given the reactants [CH2:1]([O:5][C:6]([N:8]1[CH2:13][CH2:12][CH:11]([NH:14][CH2:15][CH2:16][CH2:17][O:18][CH3:19])[CH2:10][CH2:9]1)=[O:7])[CH2:2][CH2:3][CH3:4].[F:20][C:21]([F:31])([F:30])[C:22]1[CH:29]=[CH:28][CH:27]=[CH:26][C:23]=1[CH:24]=[O:25].[C:42]([O:41][BH-]([O:41][C:42](=[O:44])[CH3:43])[O:41][C:42](=[O:44])[CH3:43])(=[O:44])[CH3:43].[Na+].[C:46](=[O:49])(O)[O-:47].[Na+], predict the reaction product. The product is: [CH3:19][O:18][CH2:17][CH2:16][CH2:15][N:14]([CH2:24][C:23]1[CH:26]=[CH:27][CH:28]=[CH:29][C:22]=1[C:21]([F:20])([F:30])[F:31])[CH:11]1[CH2:10][CH2:9][NH:8][CH2:13][CH2:12]1.[C:46]([C@@H:1]([C@H:43]([C:42]([O-:41])=[O:44])[OH:25])[OH:5])([O-:47])=[O:49].[CH2:1]([O:5][C:6]([N:8]1[CH2:9][CH2:10][CH:11]([N:14]([CH2:15][CH2:16][CH2:17][O:18][CH3:19])[CH2:24][C:23]2[CH:26]=[CH:27][CH:28]=[CH:29][C:22]=2[C:21]([F:20])([F:30])[F:31])[CH2:12][CH2:13]1)=[O:7])[CH2:2][CH2:3][CH3:4]. (3) Given the reactants Br[C:2]1[CH:15]=[CH:14][C:13]([O:16][Si:17]([C:20]([CH3:23])([CH3:22])[CH3:21])([CH3:19])[CH3:18])=[CH:12][C:3]=1[CH2:4][C:5]1([C:10]#[N:11])[CH2:9][CH2:8][CH2:7][CH2:6]1.[F:24][C:25]1[CH:30]=[CH:29][C:28]([O:31][CH3:32])=[CH:27][C:26]=1B(O)O.C1(P(C2CCCCC2)C2C=CC=CC=2C2C(OC)=CC=CC=2OC)CCCCC1.C(=O)([O-])[O-].[Na+].[Na+], predict the reaction product. The product is: [Si:17]([O:16][C:13]1[CH:14]=[CH:15][C:2]([C:26]2[CH:27]=[C:28]([O:31][CH3:32])[CH:29]=[CH:30][C:25]=2[F:24])=[C:3]([CH2:4][C:5]2([C:10]#[N:11])[CH2:9][CH2:8][CH2:7][CH2:6]2)[CH:12]=1)([C:20]([CH3:23])([CH3:22])[CH3:21])([CH3:19])[CH3:18].